Dataset: Full USPTO retrosynthesis dataset with 1.9M reactions from patents (1976-2016). Task: Predict the reactants needed to synthesize the given product. (1) Given the product [CH3:35][O:36][C:37](=[O:40])[CH2:38][NH:39][C:31]([C:3]1[N:4]([C:21]2[CH:26]=[CH:25][C:24]([O:27][CH:28]([CH3:30])[CH3:29])=[CH:23][CH:22]=2)[C:5]2[C:10]([C:2]=1[Cl:1])=[CH:9][C:8]([C:11]1[CH:16]=[CH:15][C:14]([C:17]([F:18])([F:20])[F:19])=[CH:13][N:12]=1)=[CH:7][CH:6]=2)=[O:32], predict the reactants needed to synthesize it. The reactants are: [Cl:1][C:2]1[C:10]2[C:5](=[CH:6][CH:7]=[C:8]([C:11]3[CH:16]=[CH:15][C:14]([C:17]([F:20])([F:19])[F:18])=[CH:13][N:12]=3)[CH:9]=2)[N:4]([C:21]2[CH:26]=[CH:25][C:24]([O:27][CH:28]([CH3:30])[CH3:29])=[CH:23][CH:22]=2)[C:3]=1[C:31](Cl)=[O:32].Cl.[CH3:35][O:36][C:37](=[O:40])[CH2:38][NH2:39]. (2) Given the product [N+:1]([C:4]1[C:5]2[NH:11][C:13]([NH2:14])=[N:10][C:6]=2[CH:7]=[CH:8][CH:9]=1)([O-:3])=[O:2], predict the reactants needed to synthesize it. The reactants are: [N+:1]([C:4]1[CH:9]=[CH:8][CH:7]=[C:6]([NH2:10])[C:5]=1[NH2:11])([O-:3])=[O:2].Br[C:13]#[N:14].O. (3) The reactants are: [F:1][C:2]1[CH:11]=[C:10]([I:12])[CH:9]=[CH:8][C:3]=1[N:4]=[C:5]=[N:6][CH3:7].[H-].[Na+].[CH2:15]([C:17]1[O:21][C:20]([CH2:22][C:23]([O:25][CH3:26])=[O:24])=[C:19]([C:27]([O:29]C)=O)[CH:18]=1)C. Given the product [F:1][C:2]1[CH:11]=[C:10]([I:12])[CH:9]=[CH:8][C:3]=1[NH:4][C:5]1[N:6]([CH3:7])[C:27](=[O:29])[C:19]2[CH:18]=[C:17]([CH3:15])[O:21][C:20]=2[C:22]=1[C:23]([O:25][CH3:26])=[O:24], predict the reactants needed to synthesize it.